Dataset: Full USPTO retrosynthesis dataset with 1.9M reactions from patents (1976-2016). Task: Predict the reactants needed to synthesize the given product. (1) The reactants are: [CH:1]1[C:10]2[C:5](=[CH:6][CH:7]=[CH:8][CH:9]=2)[CH:4]=[CH:3][C:2]=1[NH2:11].[O:12]=[C:13](C(OCC)=O)[C:14](OCC)=[O:15].[OH-].[K+]. Given the product [C:14]1(=[O:15])[C:1]2[C:10]3[CH:9]=[CH:8][CH:7]=[CH:6][C:5]=3[CH:4]=[CH:3][C:2]=2[NH:11][C:13]1=[O:12], predict the reactants needed to synthesize it. (2) Given the product [F:16][C:17]([F:21])([F:20])[CH2:18][N:19]1[C:6](=[O:13])[C:5]2[C:9](=[CH:10][CH:11]=[C:3]([C:2]([F:1])([F:15])[F:14])[CH:4]=2)[C:8]1=[O:12], predict the reactants needed to synthesize it. The reactants are: [F:1][C:2]([F:15])([F:14])[C:3]1[CH:4]=[C:5]2[C:9](=[CH:10][CH:11]=1)[C:8](=[O:12])O[C:6]2=[O:13].[F:16][C:17]([F:21])([F:20])[CH2:18][NH2:19]. (3) Given the product [CH3:1][CH:2]([CH2:5][C:6]1[CH:11]=[CH:10][CH:9]=[CH:8][CH:7]=1)[CH2:3][NH:4][C@H:15]1[CH2:16][CH2:17][C@H:12]([C:19]2[CH:28]=[CH:27][C:22]3[NH:23][C:24](=[O:26])[O:25][C:21]=3[CH:20]=2)[CH2:13][CH2:14]1, predict the reactants needed to synthesize it. The reactants are: [CH3:1][CH:2]([CH2:5][C:6]1[CH:11]=[CH:10][CH:9]=[CH:8][CH:7]=1)[CH2:3][NH2:4].[CH:12]1([C:19]2[CH:28]=[CH:27][C:22]3[NH:23][C:24](=[O:26])[O:25][C:21]=3[CH:20]=2)[CH2:17][CH2:16][C:15](=O)[CH2:14][CH2:13]1. (4) The reactants are: [C:1]([C:5]1[O:9][N:8]=[C:7]([N:10]2[C:14](=[O:15])[C:13]([O:16][CH3:17])=[C:12]([Cl:18])[CH:11]2CC([O-])=O)[CH:6]=1)([CH3:4])([CH3:3])[CH3:2].Cl.[O:24]1CCOCC1. Given the product [C:1]([C:5]1[O:9][N:8]=[C:7]([N:10]2[C:14](=[O:15])[C:13]([O:16][CH3:17])=[C:12]([Cl:18])[CH:11]2[OH:24])[CH:6]=1)([CH3:4])([CH3:3])[CH3:2], predict the reactants needed to synthesize it. (5) Given the product [O:30]=[S:2]1(=[O:1])[C:8]2[CH:9]=[CH:10][CH:11]=[CH:12][C:7]=2[CH2:6][N:5]([C:13]2[CH:22]=[C:21]([NH:23][CH2:24][CH2:25][N:26]([CH2:27][CH3:28])[CH:33]3[CH2:34][O:31][CH2:32]3)[C:20]3[C:15](=[CH:16][CH:17]=[C:18]([CH3:29])[CH:19]=3)[N:14]=2)[CH2:4][CH2:3]1, predict the reactants needed to synthesize it. The reactants are: [O:1]=[S:2]1(=[O:30])[C:8]2[CH:9]=[CH:10][CH:11]=[CH:12][C:7]=2[CH2:6][N:5]([C:13]2[CH:22]=[C:21]([NH:23][CH2:24][CH2:25][NH:26][CH2:27][CH3:28])[C:20]3[C:15](=[CH:16][CH:17]=[C:18]([CH3:29])[CH:19]=3)[N:14]=2)[CH2:4][CH2:3]1.[O:31]1[CH2:34][C:33](=O)[CH2:32]1.